From a dataset of Forward reaction prediction with 1.9M reactions from USPTO patents (1976-2016). Predict the product of the given reaction. (1) Given the reactants [Cl:1][C:2]1[CH:32]=[CH:31][C:5]([CH2:6][N:7]2[C:15]3[C:10](=[CH:11][C:12](/[CH:16]=[C:17]4/[C:18](=[O:30])[N:19]([C@@H:23]5[CH2:28][CH2:27][NH:26][CH2:25][C@H:24]5[F:29])[C:20](=[O:22])[S:21]/4)=[CH:13][CH:14]=3)[CH:9]=[N:8]2)=[C:4]([C:33]([F:36])([F:35])[F:34])[CH:3]=1.[CH2:37]=O, predict the reaction product. The product is: [Cl:1][C:2]1[CH:32]=[CH:31][C:5]([CH2:6][N:7]2[C:15]3[C:10](=[CH:11][C:12](/[CH:16]=[C:17]4/[C:18](=[O:30])[N:19]([C@@H:23]5[CH2:28][CH2:27][N:26]([CH3:37])[CH2:25][C@H:24]5[F:29])[C:20](=[O:22])[S:21]/4)=[CH:13][CH:14]=3)[CH:9]=[N:8]2)=[C:4]([C:33]([F:36])([F:35])[F:34])[CH:3]=1. (2) Given the reactants [Cl:1][C:2]1[CH:7]=[CH:6][C:5]([C:8]([C:14]2[CH:19]=[CH:18][C:17]([Cl:20])=[CH:16][CH:15]=2)=[CH:9][C:10]([O:12][CH3:13])=[O:11])=[CH:4][CH:3]=1, predict the reaction product. The product is: [Cl:1][C:2]1[CH:3]=[CH:4][C:5]([CH:8]([C:14]2[CH:15]=[CH:16][C:17]([Cl:20])=[CH:18][CH:19]=2)[CH2:9][C:10]([O:12][CH3:13])=[O:11])=[CH:6][CH:7]=1. (3) Given the reactants FC(F)(F)S(O)(=O)=O.COC1C=CC(C[N:16]2[CH:25]=[C:24]3[C:18]([N:19]([CH3:37])[CH2:20][CH2:21][C:22]4[S:28][C:27]([NH:29][C:30]5[N:35]=[C:34]([CH3:36])[CH:33]=[CH:32][N:31]=5)=[N:26][C:23]=43)=[N:17]2)=CC=1, predict the reaction product. The product is: [CH3:37][N:19]1[CH2:20][CH2:21][C:22]2[S:28][C:27]([NH:29][C:30]3[N:35]=[C:34]([CH3:36])[CH:33]=[CH:32][N:31]=3)=[N:26][C:23]=2[C:24]2=[CH:25][NH:16][N:17]=[C:18]12.